This data is from Reaction yield outcomes from USPTO patents with 853,638 reactions. The task is: Predict the reaction yield, written as a fraction of the theoretical maximum amount of product (1.0 means a 100% yield; for example, 0.34 means a 34% yield). The reactants are [F:1][C:2]1[CH:3]=[C:4]2[C:8](=[CH:9][CH:10]=1)[NH:7][CH:6]=[C:5]2[C@H:11]1[CH2:16][CH2:15][C@H:14]([NH:17][CH:18]2[CH2:27][C:26]3[C:21](=[CH:22][CH:23]=[CH:24][C:25]=3[O:28][CH3:29])[O:20][CH2:19]2)[CH2:13][CH2:12]1.[CH:30](=O)[CH2:31][CH3:32].C(O)(=O)C.C([BH3-])#N.[Na+]. The catalyst is CO.CCOC(C)=O.CO. The product is [F:1][C:2]1[CH:3]=[C:4]2[C:8](=[CH:9][CH:10]=1)[NH:7][CH:6]=[C:5]2[C@H:11]1[CH2:16][CH2:15][C@H:14]([N:17]([CH2:30][CH2:31][CH3:32])[CH:18]2[CH2:27][C:26]3[C:21](=[CH:22][CH:23]=[CH:24][C:25]=3[O:28][CH3:29])[O:20][CH2:19]2)[CH2:13][CH2:12]1. The yield is 0.670.